Dataset: Catalyst prediction with 721,799 reactions and 888 catalyst types from USPTO. Task: Predict which catalyst facilitates the given reaction. (1) Reactant: [F:1][C:2]([F:32])([F:31])[O:3][C:4]1[CH:9]=[CH:8][C:7]([NH:10][C:11](=[O:30])[C:12]2[CH:17]=[C:16]([NH2:18])[C:15]([NH:19][CH2:20][CH:21]([F:23])[F:22])=[CH:14][C:13]=2[N:24]2[CH2:28][CH2:27][C@@H:26]([F:29])[CH2:25]2)=[CH:6][CH:5]=1.[Cl:33][C:34]1[C:47]([N:48]=[C:49]=S)=[C:46]([Cl:51])[CH:45]=[CH:44][C:35]=1[CH2:36][NH:37][C:38](=[O:43])[C:39]([CH3:42])([CH3:41])[CH3:40].CC(C)N=C=NC(C)C. Product: [F:32][C:2]([F:31])([F:1])[O:3][C:4]1[CH:9]=[CH:8][C:7]([NH:10][C:11]([C:12]2[C:13]([N:24]3[CH2:28][CH2:27][C@@H:26]([F:29])[CH2:25]3)=[CH:14][C:15]3[N:19]([CH2:20][CH:21]([F:23])[F:22])[C:49]([NH:48][C:47]4[C:46]([Cl:51])=[CH:45][CH:44]=[C:35]([CH2:36][NH:37][C:38](=[O:43])[C:39]([CH3:40])([CH3:41])[CH3:42])[C:34]=4[Cl:33])=[N:18][C:16]=3[CH:17]=2)=[O:30])=[CH:6][CH:5]=1. The catalyst class is: 1. (2) Reactant: C([N-]C(C)C)(C)C.[Li+].[Cl:9][C:10]1[CH:15]=[CH:14][C:13]([C:16]2[C:22]3[CH:23]=[CH:24][CH:25]=[CH:26][C:21]=3[N:20]3[C:27]([CH3:30])=[N:28][N:29]=[C:19]3[CH2:18][CH:17]=2)=[CH:12][CH:11]=1.Br[CH2:32][C:33]([O:35][C:36]([CH3:39])([CH3:38])[CH3:37])=[O:34]. Product: [Cl:9][C:10]1[CH:15]=[CH:14][C:13]([C:16]2[C:22]3[CH:23]=[CH:24][CH:25]=[CH:26][C:21]=3[N:20]3[C:27]([CH3:30])=[N:28][N:29]=[C:19]3[CH:18]([CH2:32][C:33]([O:35][C:36]([CH3:39])([CH3:38])[CH3:37])=[O:34])[CH:17]=2)=[CH:12][CH:11]=1. The catalyst class is: 1. (3) Product: [CH2:1]([O:8][C:9]1[CH:14]=[CH:13][C:12]([C:15]2[O:19][C:18]([CH3:20])([CH3:21])[C:17](=[O:22])[C:16]=2[Br:30])=[CH:11][CH:10]=1)[C:2]1[CH:3]=[CH:4][CH:5]=[CH:6][CH:7]=1. The catalyst class is: 22. Reactant: [CH2:1]([O:8][C:9]1[CH:14]=[CH:13][C:12]([C:15]2[O:19][C:18]([CH3:21])([CH3:20])[C:17](=[O:22])[CH:16]=2)=[CH:11][CH:10]=1)[C:2]1[CH:7]=[CH:6][CH:5]=[CH:4][CH:3]=1.C1C(=O)N([Br:30])C(=O)C1. (4) Reactant: [CH2:1]([O:3][C:4](=[O:25])[C:5]([OH:24])([C:20]([F:23])([F:22])[F:21])[CH2:6][C:7]([C:10]1[CH:15]=[C:14]([F:16])[CH:13]=[CH:12][C:11]=1[N+:17]([O-:19])=[O:18])([CH3:9])[CH3:8])[CH3:2].[CH2:26]([O:28][C:29](=[O:50])[C:30]([OH:49])([C:45]([F:48])([F:47])[F:46])[CH2:31][C:32]([C:35]1[CH:40]=[CH:39][C:38]([N+:41]([O-:43])=[O:42])=[C:37]([F:44])[CH:36]=1)([CH3:34])[CH3:33])[CH3:27]. Product: [CH2:26]([O:28][C:29](=[O:50])[C:30]([OH:49])([C:45]([F:48])([F:47])[F:46])[CH2:31][C:32]([C:35]1[CH:40]=[CH:39][C:38]([N+:41]([O-:43])=[O:42])=[C:37]([F:44])[CH:36]=1)([CH3:34])[CH3:33])[CH3:27].[CH2:1]([O:3][C:4](=[O:25])[C:5]([OH:24])([C:20]([F:21])([F:22])[F:23])[CH2:6][C:7]([C:10]1[CH:15]=[C:14]([F:16])[CH:13]=[CH:12][C:11]=1[N+:17]([O-:19])=[O:18])([CH3:9])[CH3:8])[CH3:2]. The catalyst class is: 195.